This data is from Reaction yield outcomes from USPTO patents with 853,638 reactions. The task is: Predict the reaction yield, written as a fraction of the theoretical maximum amount of product (1.0 means a 100% yield; for example, 0.34 means a 34% yield). (1) The reactants are C(OC([N:8]1[CH2:12][C@H:11]([C:13]2[CH:18]=[CH:17][CH:16]=[CH:15][CH:14]=2)[C@@H:10]([CH2:19][N:20]2[CH2:42][CH2:41][C:23]3([NH:27][C:26](=[O:28])[N:25]([CH2:29][C:30]4[CH:35]=[CH:34][C:33]([S:36]([CH3:39])(=[O:38])=[O:37])=[CH:32][CH:31]=4)[C:24]3=[O:40])[CH2:22][CH2:21]2)[CH2:9]1)=O)(C)(C)C.C(O)(C(F)(F)F)=O. The catalyst is C(Cl)Cl. The product is [CH3:39][S:36]([C:33]1[CH:32]=[CH:31][C:30]([CH2:29][N:25]2[C:24](=[O:40])[C:23]3([CH2:22][CH2:21][N:20]([CH2:19][C@@H:10]4[C@@H:11]([C:13]5[CH:18]=[CH:17][CH:16]=[CH:15][CH:14]=5)[CH2:12][NH:8][CH2:9]4)[CH2:42][CH2:41]3)[NH:27][C:26]2=[O:28])=[CH:35][CH:34]=1)(=[O:37])=[O:38]. The yield is 0.760. (2) The reactants are Br[C:2]1[CH:3]=[C:4]([N+:23]([O-:25])=[O:24])[C:5]2[N:9]=[C:8]([CH3:10])[N:7]([CH2:11][C:12]3[C:21]4[C:16](=[CH:17][CH:18]=[CH:19][CH:20]=4)[CH:15]=[CH:14][CH:13]=3)[C:6]=2[CH:22]=1.[NH:26]1[CH2:31][CH2:30][O:29][CH2:28][CH2:27]1.C([O-])([O-])=O.[Cs+].[Cs+].CC(C1C=C(C(C)C)C(C2C=CC=CC=2P(C2CCCCC2)C2CCCCC2)=C(C(C)C)C=1)C. The catalyst is O1CCOCC1.C1C=CC(/C=C/C(/C=C/C2C=CC=CC=2)=O)=CC=1.C1C=CC(/C=C/C(/C=C/C2C=CC=CC=2)=O)=CC=1.C1C=CC(/C=C/C(/C=C/C2C=CC=CC=2)=O)=CC=1.[Pd].[Pd]. The product is [CH3:10][C:8]1[N:7]([CH2:11][C:12]2[C:21]3[C:16](=[CH:17][CH:18]=[CH:19][CH:20]=3)[CH:15]=[CH:14][CH:13]=2)[C:6]2[CH:22]=[C:2]([N:26]3[CH2:31][CH2:30][O:29][CH2:28][CH2:27]3)[CH:3]=[C:4]([N+:23]([O-:25])=[O:24])[C:5]=2[N:9]=1. The yield is 0.600. (3) The reactants are [NH2:1][C:2]1[N:7]=[C:6]([C:8]([F:11])([F:10])[F:9])[CH:5]=[CH:4][N:3]=1.[CH2:12](OC(OCC)CBr)[CH3:13].Br. The catalyst is C(O)C. The product is [F:10][C:8]([F:11])([F:9])[C:6]1[CH:5]=[CH:4][N:3]2[CH:12]=[CH:13][N:1]=[C:2]2[N:7]=1. The yield is 0.870. (4) The reactants are [C:1]([NH:4][C:5]1[S:6][C:7]([Cl:10])=[CH:8][N:9]=1)(=[O:3])[CH3:2].[H-].[Na+].[CH3:13][O:14][CH2:15][CH2:16]Br. The catalyst is C1COCC1.CN(C=O)C.C(OCC)(=O)C. The product is [Cl:10][C:7]1[S:6][C:5](=[N:4][C:1](=[O:3])[CH3:2])[N:9]([CH2:16][CH2:15][O:14][CH3:13])[CH:8]=1. The yield is 0.420. (5) The reactants are C(O)C.C[N:5](C)/[CH:6]=[CH:7]/[C:8]([C:10]1[CH:15]=[CH:14][N:13]=[CH:12][CH:11]=1)=O.O.[NH2:18]N. The catalyst is O. The product is [NH:5]1[CH:6]=[CH:7][C:8]([C:10]2[CH:15]=[CH:14][N:13]=[CH:12][CH:11]=2)=[N:18]1. The yield is 0.930. (6) The yield is 0.150. The catalyst is C(Cl)Cl. The reactants are [N:1]1([C:6]2[N:11]=[C:10]([C:12]3[CH:17]=[CH:16][C:15]([O:18][C:19]4[CH:24]=[CH:23][C:22]([F:25])=[CH:21][CH:20]=4)=[CH:14][CH:13]=3)[N:9]=[C:8]([C:26]([NH2:28])=[O:27])[CH:7]=2)[CH2:5][CH:4]=[CH:3][CH2:2]1.C1C=C(Cl)C=C(C(OO)=[O:37])C=1. The product is [CH:4]12[O:37][CH:3]1[CH2:2][N:1]([C:6]1[N:11]=[C:10]([C:12]3[CH:17]=[CH:16][C:15]([O:18][C:19]4[CH:24]=[CH:23][C:22]([F:25])=[CH:21][CH:20]=4)=[CH:14][CH:13]=3)[N:9]=[C:8]([C:26]([NH2:28])=[O:27])[CH:7]=1)[CH2:5]2.